From a dataset of HIV replication inhibition screening data with 41,000+ compounds from the AIDS Antiviral Screen. Binary Classification. Given a drug SMILES string, predict its activity (active/inactive) in a high-throughput screening assay against a specified biological target. (1) The result is 0 (inactive). The compound is NCC1(N2CCOCC2)C2CCCC21CNc1ccccc1. (2) The result is 0 (inactive). The molecule is COCCOCCOCCC(=O)NC1CC2CCC1(C)C2(C)C. (3) The compound is Cc1cc2c(c(C)c1O)C(C)(C)CN2C(=O)C(C)(C)C. The result is 0 (inactive). (4) The compound is COc1ccc2c(c1)CCC1CC3CC21C=CC3=O. The result is 0 (inactive). (5) The drug is O=C1c2c(O)cc(O)c(OC3OC(CO)C(O)C(O)C3O)c2OC(c2ccc(O)c(O)c2)C1O. The result is 0 (inactive). (6) The compound is CN1CCc2c(sc3nc(Nc4ccccc4)n(N)c(=O)c23)C1. The result is 0 (inactive). (7) The result is 0 (inactive). The compound is N#Cc1ccc(C(=O)C=Cc2ccc(O)c(O)c2)cc1.